Dataset: NCI-60 drug combinations with 297,098 pairs across 59 cell lines. Task: Regression. Given two drug SMILES strings and cell line genomic features, predict the synergy score measuring deviation from expected non-interaction effect. Drug 1: CC1=C2C(C(=O)C3(C(CC4C(C3C(C(C2(C)C)(CC1OC(=O)C(C(C5=CC=CC=C5)NC(=O)C6=CC=CC=C6)O)O)OC(=O)C7=CC=CC=C7)(CO4)OC(=O)C)O)C)OC(=O)C. Drug 2: CC=C1C(=O)NC(C(=O)OC2CC(=O)NC(C(=O)NC(CSSCCC=C2)C(=O)N1)C(C)C)C(C)C. Cell line: LOX IMVI. Synergy scores: CSS=48.4, Synergy_ZIP=-2.64, Synergy_Bliss=-4.73, Synergy_Loewe=-4.96, Synergy_HSA=-1.87.